Dataset: Full USPTO retrosynthesis dataset with 1.9M reactions from patents (1976-2016). Task: Predict the reactants needed to synthesize the given product. (1) Given the product [Cl:1][C:2]1[N:7]=[C:6]([NH2:8])[CH:5]=[CH:4][C:3]=1[F:16], predict the reactants needed to synthesize it. The reactants are: [Cl:1][C:2]1[N:7]=[C:6]([NH:8]C(=O)OC(C)(C)C)[CH:5]=[CH:4][C:3]=1[F:16]. (2) Given the product [F:8][C:7]1[C:2]([C:16]2[N:17]=[N:18][CH:19]=[C:20]([C:22]3[CH:27]=[CH:26][C:25]([F:28])=[C:24]([C:29]4[C:34]([F:35])=[CH:33][C:32]([F:36])=[CH:31][N:30]=4)[CH:23]=3)[CH:21]=2)=[N:3][CH:4]=[C:5]([F:9])[CH:6]=1, predict the reactants needed to synthesize it. The reactants are: Br[C:2]1[C:7]([F:8])=[CH:6][C:5]([F:9])=[CH:4][N:3]=1.C([Li])CCC.Cl[C:16]1[N:17]=[N:18][CH:19]=[C:20]([C:22]2[CH:27]=[CH:26][C:25]([F:28])=[C:24]([C:29]3[C:34]([F:35])=[CH:33][C:32]([F:36])=[CH:31][N:30]=3)[CH:23]=2)[CH:21]=1. (3) Given the product [NH4+:9].[OH-:17].[Cl:1][C:2]1[C:15]2[CH2:14][CH2:13][N:12]3[C:8](=[N:9][C:10]([C:31]4[CH:36]=[CH:35][CH:34]=[CH:33][CH:32]=4)=[CH:11]3)[CH:7]([O:17][CH:18]3[CH2:23][CH2:22][N:21]([CH3:24])[CH2:20][CH2:19]3)[C:6]=2[CH:5]=[CH:4][CH:3]=1, predict the reactants needed to synthesize it. The reactants are: [Cl:1][C:2]1[C:15]2[CH2:14][CH2:13][N:12]3[C:8](=[N:9][C:10](I)=[CH:11]3)[CH:7]([O:17][CH:18]3[CH2:23][CH2:22][N:21]([CH3:24])[CH2:20][CH2:19]3)[C:6]=2[CH:5]=[CH:4][CH:3]=1.C([O-])([O-])=O.[K+].[K+].[C:31]1(B(O)O)[CH:36]=[CH:35][CH:34]=[CH:33][CH:32]=1.N. (4) Given the product [CH:21]1([NH:23][C:40](=[O:41])[C:27]2[CH:28]=[CH:29][C:35]([C:5]3[CH:6]=[CH:7][C:2]([F:1])=[CH:3][CH:4]=3)=[N:36][CH:32]=2)[CH2:22][CH2:17][CH2:18][CH2:19][CH2:20]1, predict the reactants needed to synthesize it. The reactants are: [F:1][C:2]1[CH:3]=[C:4](C2C=CC(C(O)=O)=CN=2)[CH:5]=[CH:6][CH:7]=1.[CH:17]1[CH:18]=[CH:19][C:20]2N(O)N=[N:23][C:21]=2[CH:22]=1.[CH:27]1(N)[CH2:32]CC[CH2:29][CH2:28]1.N=[C:35]=[NH:36].CN([CH:40]=[O:41])C. (5) Given the product [CH2:14]([N:10]1[CH2:11][CH2:12][C:8]([C:5]2[CH:6]=[CH:7][C:2]([NH2:1])=[CH:3][CH:4]=2)([CH3:22])[CH2:9]1)[C:15]1[CH:16]=[CH:17][CH:18]=[CH:19][CH:20]=1, predict the reactants needed to synthesize it. The reactants are: [NH2:1][C:2]1[CH:7]=[CH:6][C:5]([C:8]2([CH3:22])[CH2:12][C:11](=O)[N:10]([CH2:14][C:15]3[CH:20]=[CH:19][CH:18]=[CH:17][CH:16]=3)[C:9]2=O)=[CH:4][CH:3]=1.[H-].[Al+3].[Li+].[H-].[H-].[H-]. (6) Given the product [Br:1][C:2]1[C:3]([CH3:8])=[N:4][O:5][C:6]=1[NH:7][S:27]([C:19]1[C:20]2[CH:26]=[CH:25][CH:24]=[CH:23][C:21]=2[S:22][C:18]=1[CH2:17][C:16]1[CH:15]=[CH:14][C:13]([O:12][CH3:11])=[CH:32][CH:31]=1)(=[O:28])=[O:29], predict the reactants needed to synthesize it. The reactants are: [Br:1][C:2]1[C:3]([CH3:8])=[N:4][O:5][C:6]=1[NH2:7].[H-].[Na+].[CH3:11][O:12][C:13]1[CH:32]=[CH:31][C:16]([CH2:17][C:18]2[S:22][C:21]3[CH:23]=[CH:24][CH:25]=[CH:26][C:20]=3[C:19]=2[S:27](Cl)(=[O:29])=[O:28])=[CH:15][CH:14]=1. (7) Given the product [NH2:13][C:2]1[CH:3]=[C:4]2[C:9](=[CH:10][CH:11]=1)[CH:8]=[N:7][CH:6]=[CH:5]2, predict the reactants needed to synthesize it. The reactants are: Br[C:2]1[CH:3]=[C:4]2[C:9](=[CH:10][CH:11]=1)[CH:8]=[N:7][CH:6]=[CH:5]2.O.[NH3:13].[OH-].[Na+]. (8) Given the product [ClH:1].[N:3]1([CH2:9][CH2:10][CH2:11][O:12][C:13]2[CH:26]=[CH:25][C:16]([C:17]([N:19]3[CH2:24][CH2:23][N:22]([C:64]([CH:57]4[CH2:63][CH2:62][CH2:61][CH2:60][CH2:59][CH2:58]4)=[O:65])[CH2:21][CH2:20]3)=[O:18])=[CH:15][CH:14]=2)[CH2:8][CH2:7][CH2:6][CH2:5][CH2:4]1, predict the reactants needed to synthesize it. The reactants are: [ClH:1].Cl.[N:3]1([CH2:9][CH2:10][CH2:11][O:12][C:13]2[CH:26]=[CH:25][C:16]([C:17]([N:19]3[CH2:24][CH2:23][NH:22][CH2:21][CH2:20]3)=[O:18])=[CH:15][CH:14]=2)[CH2:8][CH2:7][CH2:6][CH2:5][CH2:4]1.CCN(CC1C=CC=CC=1)CC.C=CC1C=CC=CC=1.C=CC1C=CC(C=C)=CC=1.[CH:57]1([C:64](O)=[O:65])[CH2:63][CH2:62][CH2:61][CH2:60][CH2:59][CH2:58]1.C1C=CC2N(O)N=NC=2C=1. (9) Given the product [CH3:1][C:2]1[N:7]=[C:6]([NH:8][C:9]2[C:14]([CH3:15])=[CH:13][C:12]([CH3:16])=[CH:11][C:10]=2[CH3:17])[C:5]([S:18]([C:21]2[CH:22]=[CH:23][C:24]([O:27][S:37]([C:36]([F:42])([F:41])[F:35])(=[O:39])=[O:38])=[CH:25][CH:26]=2)(=[O:20])=[O:19])=[CH:4][N:3]=1, predict the reactants needed to synthesize it. The reactants are: [CH3:1][C:2]1[N:7]=[C:6]([NH:8][C:9]2[C:14]([CH3:15])=[CH:13][C:12]([CH3:16])=[CH:11][C:10]=2[CH3:17])[C:5]([S:18]([C:21]2[CH:26]=[CH:25][C:24]([OH:27])=[CH:23][CH:22]=2)(=[O:20])=[O:19])=[CH:4][N:3]=1.C(N(CC)CC)C.[F:35][C:36]([F:42])([F:41])[S:37](Cl)(=[O:39])=[O:38].C([O-])(O)=O.[Na+].